Task: Binary Classification. Given a miRNA mature sequence and a target amino acid sequence, predict their likelihood of interaction.. Dataset: Experimentally validated miRNA-target interactions with 360,000+ pairs, plus equal number of negative samples (1) The miRNA is hsa-miR-410-3p with sequence AAUAUAACACAGAUGGCCUGU. The protein sequence of the target gene is MAMAMSDSGASRLRRQLESGGFEARLYVKQLSQQSDGDRDLQEHRQRIQALAEETAQNLKRNVYQNYRQFIETAREISYLESEMYQLSHLLTEQKSSLESIPLTLLPAAAAAGAAAASGGEEGVGGAGGRDHLRGQAGFFSTPGGASRDGSGPGEEGKQRTLTTLLEKVEGCRHLLETPGQYLVYNGDLVEYDADHMAQLQRVHGFLMNDCLLVATWLPQRRGMYRYNALYSLDGLAVVNVKDNPPMKDMFKLLMFPESRIFQAENAKIKREWLEVLEDTKRALSEKRRREQEEAAAPRG.... Result: 1 (interaction). (2) The miRNA is hsa-miR-3157-5p with sequence UUCAGCCAGGCUAGUGCAGUCU. The protein sequence of the target gene is MGTTEATLRMENVDVKEEWQDEDLPRPLPEETGVELLGSPVEDTSSPPNTLNFNGAHRKRKTLVAPEINISLDQSEGSLLSDDFLDTPDDLDINVDDIETPDETDSLEFLGNGNELEWEDDTPVATAKNMPGDSADLFGDGTTEDGSAANGRLWRTVIIGEQEHRIDLHMIRPYMKVVTHGGYYGEGLNAIIVFAACFLPDSSLPDYHYIMENLFLYVISSLELLVAEDYMIVYLNGATPRRRMPGIGWLKKCYQMIDRRLRKNLKSLIIVHPSWFIRTVLAISRPFISVKFINKIQYVH.... Result: 0 (no interaction). (3) The miRNA is hsa-miR-298 with sequence AGCAGAAGCAGGGAGGUUCUCCCA. The protein sequence of the target gene is MHWGVGFASSRPCVVDLSWNQSISFFGWWAGSEEPFSFYGDIIAFPLQDYGGIMAGLGSDPWWKKTLYLTGGALLAAAAYLLHELLVIRKQQELDSKDAIILHQFARPNNGVPSLSPFCLKMETYLRMADLPYQNYFGGKLSAQGKMPWIEYNNEKVSGTEFIIDFLEEKLGVNLNKSLGPHERAVSRAVTKMVEEHFYWTLAYCQWVDNLNETRKMLSLSGGGPFSNLLRWVVCHITKGIVKREMHGHGIGRFSEEEIYMLMEKDMRSLAGLLGDKKYIMGPKLSTLDATVFGHLAQAM.... Result: 0 (no interaction). (4) The protein sequence of the target gene is MPKSKRDKKVSLTKTAKKGLELKQNLIEELRKCVDTYKYLFIFSVANMRNSKLKDIRNAWKHSRMFFGKNKVMMVALGRSPSDEYKDNLHQVSKRLRGEVGLLFTNRTKEEVNEWFTKYTEMDYARAGNKAAFTVSLDPGPLEQFPHSMEPQLRQLGLPTALKRGVVTLLSDYEVCKEGDVLTPEQARVLKLFGYEMAEFKVTIKYMWDSQSGRFQQMGDDLPESASESTEESDSEDDD. Result: 1 (interaction). The miRNA is hsa-miR-6878-3p with sequence CUGGCCUCUUCUUUCUCCUAG. (5) The miRNA is hsa-miR-6726-3p with sequence CUCGCCCUGUCUCCCGCUAG. The protein sequence of the target gene is MASADKNGSNLPSVSGSRLQSRKPPNLSITIPPPESQAPGEQDSMLPERRKNPAYLKSVSLQEPRGRWQEGAEKRPGFRRQASLSQSIRKSTAQWFGVSGDWEGKRQNWHRRSLHHCSVHYGRLKASCQRELELPSQEVPSFQGTESPKPCKMPKIVDPLARGRAFRHPDEVDRPHAAHPPLTPGVLSLTSFTSVRSGYSHLPRRKRISVAHMSFQAAAALLKGRSVLDATGQRCRHVKRSFAYPSFLEEDAVDGADTFDSSFFSKEEMSSMPDDVFESPPLSASYFRGVPHSASPVSPD.... Result: 0 (no interaction). (6) The miRNA is hsa-miR-4717-3p with sequence ACACAUGGGUGGCUGUGGCCU. The protein sequence of the target gene is MLPLLAALLAAACPLPPVRGGAADAPGLLGVPSNASVNASSADEPIAPRLLASAAPGPPERPGPEEAAAAAAPCNISVQRQMLSSLLVRWGRPRGFQCDLLLFSTNAHGRAFFAAAFHRVGPPLLIEHLGLAAGGAQQDLRLCVGCGWVRGRRTGRLRPAAAPSAAAATAGAPTALPAYPAAEPPGPLWLQGEPLHFCCLDFSLEELQGEPGWRLNRKPIESTLVACFMTLVIVVWSVAALIWPVPIIAGFLPNGMEQRRTTASTTAATPAAVPAGTTAAAAAAAAAAAAAAVTSGVATK.... Result: 0 (no interaction). (7) The miRNA is mmu-miR-217-5p with sequence UACUGCAUCAGGAACUGACUGGA. The protein sequence of the target gene is MGERLFESAEGSQCGETFTQVPEDMLNKKTLPGVKSCESGTCGEIFMGYSSFNRNIRTDTGHQPHKCQKFLEKPYKHKQRRKALSHSHCFRTHERPHTREKPFDCKECEKSFISPASIRRYMVTHSGDGPYKCKFCGKALDCLSLYLTHERTHTGEKRYECKQCGKAFSWHSSVRIHERTHTGEKPYECKECGKSFNFSSSFRRHERTHTGEKPYKCKECGKAFNCPSSFHRHERTHTGEKPYECKLYGKALSRLISFRRHMRMHTGERPHKCKICGKAFYSPSSFQRHERSHTGEKPYK.... Result: 0 (no interaction).